Dataset: Forward reaction prediction with 1.9M reactions from USPTO patents (1976-2016). Task: Predict the product of the given reaction. Given the reactants [C:1]([OH:8])(=[O:7])[CH2:2][CH2:3][C:4]([OH:6])=[O:5].[NH3:9], predict the reaction product. The product is: [C:1]([OH:8])(=[O:7])[CH2:2][CH2:3][C:4]([OH:6])=[O:5].[NH3:9].[CH3:4][OH:5].